This data is from Peptide-MHC class I binding affinity with 185,985 pairs from IEDB/IMGT. The task is: Regression. Given a peptide amino acid sequence and an MHC pseudo amino acid sequence, predict their binding affinity value. This is MHC class I binding data. (1) The peptide sequence is EQFPNATAF. The MHC is HLA-B15:01 with pseudo-sequence HLA-B15:01. The binding affinity (normalized) is 0.653. (2) The peptide sequence is NVYADSFVVK. The MHC is HLA-A11:01 with pseudo-sequence HLA-A11:01. The binding affinity (normalized) is 0.573. (3) The peptide sequence is KSRENSTLI. The MHC is HLA-A11:01 with pseudo-sequence HLA-A11:01. The binding affinity (normalized) is 0.0847. (4) The peptide sequence is MQQSGDEAF. The MHC is HLA-B44:02 with pseudo-sequence HLA-B44:02. The binding affinity (normalized) is 0.0847. (5) The peptide sequence is IMNEGWASF. The MHC is HLA-A68:02 with pseudo-sequence HLA-A68:02. The binding affinity (normalized) is 0.270.